Task: Predict the product of the given reaction.. Dataset: Forward reaction prediction with 1.9M reactions from USPTO patents (1976-2016) (1) Given the reactants [F:1][C:2]([F:14])([F:13])[CH:3]1[CH:8]2[CH2:9][C:5](C(Cl)=O)([CH:6]=[CH:7]2)[CH2:4]1.[CH3:15][C:16]([CH3:19])([O-:18])[CH3:17].[Li+].CCCCCC.[O-:27][CH2:28]CCC, predict the reaction product. The product is: [C:16]([O:18][C:28]([CH:4]1[CH:3]([C:2]([F:1])([F:13])[F:14])[CH:8]2[CH2:9][CH:5]1[CH:6]=[CH:7]2)=[O:27])([CH3:19])([CH3:17])[CH3:15]. (2) Given the reactants [CH3:1][C:2]1[CH:10]=[C:9]([CH3:11])[CH:8]=[C:7]2[C:3]=1[CH:4]=[CH:5][NH:6]2.[H-].[Na+].I[CH3:15], predict the reaction product. The product is: [CH3:15][N:6]1[C:7]2[C:3](=[C:2]([CH3:1])[CH:10]=[C:9]([CH3:11])[CH:8]=2)[CH:4]=[CH:5]1. (3) Given the reactants Cl[C:2]1[C:7]([N+:8]([O-:10])=[O:9])=[CH:6][C:5]([N+:11]([O-:13])=[O:12])=[CH:4][N:3]=1.Cl.[NH2:15][CH2:16][CH2:17][CH2:18][C:19]([O:21][C:22]([CH3:25])([CH3:24])[CH3:23])=[O:20].C(N(CC)CC)C, predict the reaction product. The product is: [N+:8]([C:7]1[C:2]([NH:15][CH2:16][CH2:17][CH2:18][C:19]([O:21][C:22]([CH3:25])([CH3:24])[CH3:23])=[O:20])=[N:3][CH:4]=[C:5]([N+:11]([O-:13])=[O:12])[CH:6]=1)([O-:10])=[O:9]. (4) Given the reactants FC(F)(F)[C:3]1[N:16]=[C:15]2[C:17]3=[C:18]4[C:8]([N:9]=[C:10](C(F)(F)F)[N:11]=[C:12]4[CH:13]=[C:14]2Br)=[C:7](Br)[CH:6]=[C:5]3[N:4]=1.[C:27]([C:29]1[CH:34]=[CH:33][C:32](B(O)O)=[CH:31][CH:30]=1)#[N:28].C(=O)([O-])[O-].[Cs+].[Cs+], predict the reaction product. The product is: [C:27]([C:29]1[CH:34]=[CH:33][C:32]([C:7]2[C:8]3[C:18]4[C:12](=[CH:13][C:14]([C:13]5[CH:12]=[CH:18][C:17]([C:5]#[N:4])=[CH:15][CH:14]=5)=[C:15]5[C:17]=4[C:5]([CH:6]=2)=[N:4][CH:3]=[N:16]5)[N:11]=[CH:10][N:9]=3)=[CH:31][CH:30]=1)#[N:28]. (5) Given the reactants C(N(CC)CC)C.[NH2:8][C:9]1[CH:14]=[C:13]([O:15][Si:16]([CH:23]([CH3:25])[CH3:24])([CH:20]([CH3:22])[CH3:21])[CH:17]([CH3:19])[CH3:18])[C:12]([O:26][CH3:27])=[CH:11][C:10]=1[C:28]([N:30]1[CH:34]=[C:33](/[CH:35]=[CH:36]/[CH3:37])[CH2:32][C@H:31]1[CH2:38][O:39][Si:40]([C:43]([CH3:46])([CH3:45])[CH3:44])([CH3:42])[CH3:41])=[O:29].ClC(Cl)(O[C:51](=[O:57])[O:52][C:53](Cl)(Cl)Cl)Cl.[N-]=C=O.OC[C:64]1[CH:69]=[CH:68][C:67]([NH:70][C:71](=[O:88])[C@@H:72]([NH:74][C:75](=[O:87])[C@@H:76]([NH:80][C:81](=[O:86])[O:82][CH2:83][CH:84]=[CH2:85])[CH:77]([CH3:79])[CH3:78])[CH3:73])=[CH:66][CH:65]=1, predict the reaction product. The product is: [CH2:83]([O:82][C:81](=[O:86])[NH:80][C@@H:76]([CH:77]([CH3:79])[CH3:78])[C:75]([NH:74][C@@H:72]([CH3:73])[C:71]([NH:70][C:67]1[CH:68]=[CH:69][C:64]([CH2:53][O:52][C:51](=[O:57])[NH:8][C:9]2[CH:14]=[C:13]([O:15][Si:16]([CH:20]([CH3:22])[CH3:21])([CH:23]([CH3:24])[CH3:25])[CH:17]([CH3:19])[CH3:18])[C:12]([O:26][CH3:27])=[CH:11][C:10]=2[C:28]([N:30]2[CH:34]=[C:33](/[CH:35]=[CH:36]/[CH3:37])[CH2:32][C@H:31]2[CH2:38][O:39][Si:40]([C:43]([CH3:46])([CH3:45])[CH3:44])([CH3:41])[CH3:42])=[O:29])=[CH:65][CH:66]=1)=[O:88])=[O:87])[CH:84]=[CH2:85]. (6) The product is: [NH2:7][CH2:8][C:9]([C:11]1[CH:16]=[CH:15][C:14]([CH2:17][C:18]([C:19]2[C:28](=[O:29])[C:27]3[C:22](=[CH:23][CH:24]=[CH:25][CH:26]=3)[NH:21][CH:20]=2)=[O:30])=[CH:13][CH:12]=1)([CH3:10])[CH3:31]. Given the reactants C(OC(=O)[NH:7][CH2:8][C:9]([CH3:31])([C:11]1[CH:16]=[CH:15][C:14]([CH2:17][C:18](=[O:30])[C:19]2[C:28](=[O:29])[C:27]3[C:22](=[CH:23][CH:24]=[CH:25][CH:26]=3)[NH:21][CH:20]=2)=[CH:13][CH:12]=1)[CH3:10])(C)(C)C.C(O)(C(F)(F)F)=O.[OH-].[Na+], predict the reaction product.